From a dataset of NCI-60 drug combinations with 297,098 pairs across 59 cell lines. Regression. Given two drug SMILES strings and cell line genomic features, predict the synergy score measuring deviation from expected non-interaction effect. (1) Drug 1: CC1=C(C(=CC=C1)Cl)NC(=O)C2=CN=C(S2)NC3=CC(=NC(=N3)C)N4CCN(CC4)CCO. Drug 2: N.N.Cl[Pt+2]Cl. Cell line: SK-MEL-5. Synergy scores: CSS=61.1, Synergy_ZIP=0.653, Synergy_Bliss=0.299, Synergy_Loewe=0.618, Synergy_HSA=0.554. (2) Drug 1: CNC(=O)C1=CC=CC=C1SC2=CC3=C(C=C2)C(=NN3)C=CC4=CC=CC=N4. Drug 2: C1C(C(OC1N2C=NC3=C(N=C(N=C32)Cl)N)CO)O. Cell line: OVCAR-8. Synergy scores: CSS=33.5, Synergy_ZIP=2.06, Synergy_Bliss=0.272, Synergy_Loewe=-22.1, Synergy_HSA=-0.675. (3) Drug 1: C1C(C(OC1N2C=C(C(=O)NC2=O)F)CO)O. Drug 2: C(CN)CNCCSP(=O)(O)O. Cell line: SN12C. Synergy scores: CSS=5.90, Synergy_ZIP=-5.58, Synergy_Bliss=-2.32, Synergy_Loewe=-30.8, Synergy_HSA=-1.79. (4) Drug 1: CC1C(C(CC(O1)OC2CC(OC(C2O)C)OC3=CC4=CC5=C(C(=O)C(C(C5)C(C(=O)C(C(C)O)O)OC)OC6CC(C(C(O6)C)O)OC7CC(C(C(O7)C)O)OC8CC(C(C(O8)C)O)(C)O)C(=C4C(=C3C)O)O)O)O. Drug 2: CC12CCC3C(C1CCC2O)C(CC4=C3C=CC(=C4)O)CCCCCCCCCS(=O)CCCC(C(F)(F)F)(F)F. Cell line: NCI-H226. Synergy scores: CSS=29.5, Synergy_ZIP=0.0300, Synergy_Bliss=0.799, Synergy_Loewe=-31.0, Synergy_HSA=2.17. (5) Drug 1: CN1C(=O)N2C=NC(=C2N=N1)C(=O)N. Drug 2: C1CN(P(=O)(OC1)NCCCl)CCCl. Cell line: BT-549. Synergy scores: CSS=1.69, Synergy_ZIP=-1.07, Synergy_Bliss=-1.81, Synergy_Loewe=-0.386, Synergy_HSA=-1.83. (6) Drug 1: CN(C)C1=NC(=NC(=N1)N(C)C)N(C)C. Drug 2: CC=C1C(=O)NC(C(=O)OC2CC(=O)NC(C(=O)NC(CSSCCC=C2)C(=O)N1)C(C)C)C(C)C. Cell line: RXF 393. Synergy scores: CSS=42.6, Synergy_ZIP=2.66, Synergy_Bliss=3.08, Synergy_Loewe=-70.6, Synergy_HSA=0.772. (7) Drug 1: C1CC(=O)NC(=O)C1N2CC3=C(C2=O)C=CC=C3N. Drug 2: CC(C)NC(=O)C1=CC=C(C=C1)CNNC.Cl. Synergy scores: CSS=3.99, Synergy_ZIP=-1.94, Synergy_Bliss=0.563, Synergy_Loewe=-3.79, Synergy_HSA=-3.03. Cell line: A549.